From a dataset of Catalyst prediction with 721,799 reactions and 888 catalyst types from USPTO. Predict which catalyst facilitates the given reaction. (1) Reactant: [Cl:1][C:2]1[C:3]([NH:21][C:22]2[C:31]([F:32])=[CH:30][CH:29]=[CH:28][C:23]=2[C:24]([NH:26][CH3:27])=[O:25])=[N:4][C:5]([NH:8][C:9]2[CH:10]=[CH:11][C:12]3[CH2:18][NH:17][CH2:16][C:15](=[O:19])[NH:14][C:13]=3[CH:20]=2)=[N:6][CH:7]=1.C(=O)([O-])[O-].[K+].[K+].I[CH2:40][CH2:41][C:42]([F:45])([F:44])[F:43]. Product: [Cl:1][C:2]1[C:3]([NH:21][C:22]2[C:31]([F:32])=[CH:30][CH:29]=[CH:28][C:23]=2[C:24]([NH:26][CH3:27])=[O:25])=[N:4][C:5]([NH:8][C:9]2[CH:10]=[CH:11][C:12]3[CH2:18][N:17]([CH2:40][CH2:41][C:42]([F:45])([F:44])[F:43])[CH2:16][C:15](=[O:19])[NH:14][C:13]=3[CH:20]=2)=[N:6][CH:7]=1. The catalyst class is: 51. (2) Reactant: [K+].[K+].[C:3]12([C:13]#[C:14][C:15]3[CH:16]=[C:17]([C:24]([O-:26])=[O:25])[CH:18]=[C:19]([CH:23]=3)[C:20]([O-:22])=[O:21])[CH2:12][CH:7]3[CH2:8][CH:9]([CH2:11][CH:5]([CH2:6]3)[CH2:4]1)[CH2:10]2. Product: [C:3]12([C:13]#[C:14][C:15]3[CH:16]=[C:17]([C:24]([OH:26])=[O:25])[CH:18]=[C:19]([CH:23]=3)[C:20]([OH:22])=[O:21])[CH2:4][CH:5]3[CH2:6][CH:7]([CH2:8][CH:9]([CH2:11]3)[CH2:10]1)[CH2:12]2. The catalyst class is: 6. (3) Reactant: C(OC([N:8]([CH2:21][C@@H:22]1[C@@H:26]([C:27]2[CH:32]=[CH:31][CH:30]=[CH:29][CH:28]=2)[CH2:25][N:24]([C:33]2[C:41]([F:42])=[CH:40][C:36]([C:37]([OH:39])=[O:38])=[CH:35][C:34]=2[F:43])[CH2:23]1)[C@@H:9]([C:11]1[C:20]2[C:15](=[CH:16][CH:17]=[CH:18][CH:19]=2)[CH:14]=[CH:13][CH:12]=1)[CH3:10])=O)(C)(C)C.[ClH:44].O1CCOCC1. Product: [ClH:44].[F:42][C:41]1[CH:40]=[C:36]([CH:35]=[C:34]([F:43])[C:33]=1[N:24]1[CH2:25][C@H:26]([C:27]2[CH:28]=[CH:29][CH:30]=[CH:31][CH:32]=2)[C@@H:22]([CH2:21][NH:8][C@@H:9]([C:11]2[C:20]3[C:15](=[CH:16][CH:17]=[CH:18][CH:19]=3)[CH:14]=[CH:13][CH:12]=2)[CH3:10])[CH2:23]1)[C:37]([OH:39])=[O:38]. The catalyst class is: 12. (4) Reactant: C(OC([N:8]([CH2:41][C:42]([O:44]C(C)(C)C)=[O:43])[C:9]1[CH:14]=[CH:13][CH:12]=[C:11]([CH:15]([CH2:26][C:27]2[CH:32]=[CH:31][C:30]([C:33]([CH3:39])([CH3:38])[CH2:34][CH2:35][CH2:36][CH3:37])=[CH:29][C:28]=2[F:40])[NH:16][S:17]([C:20]2[CH:25]=[CH:24][CH:23]=[CH:22][N:21]=2)(=[O:19])=[O:18])[N:10]=1)=O)(C)(C)C.Cl.O1CCOCC1. Product: [F:40][C:28]1[CH:29]=[C:30]([C:33]([CH3:38])([CH3:39])[CH2:34][CH2:35][CH2:36][CH3:37])[CH:31]=[CH:32][C:27]=1[CH2:26][CH:15]([NH:16][S:17]([C:20]1[CH:25]=[CH:24][CH:23]=[CH:22][N:21]=1)(=[O:18])=[O:19])[C:11]1[N:10]=[C:9]([NH:8][CH2:41][C:42]([OH:44])=[O:43])[CH:14]=[CH:13][CH:12]=1. The catalyst class is: 2. (5) Reactant: [Br:1][C:2]1[CH:21]=[CH:20][C:5]([O:6][CH2:7][CH:8]2[CH2:13][CH2:12][N:11]([CH2:14][C:15]3(O)[CH2:18][CH2:17][CH2:16]3)[CH2:10][CH2:9]2)=[CH:4][CH:3]=1.CCN(S(F)(F)[F:28])CC.C([O-])(O)=O.[Na+]. Product: [Br:1][C:2]1[CH:21]=[CH:20][C:5]([O:6][CH2:7][CH:8]2[CH2:13][CH2:12][N:11]([CH2:14][C:15]3([F:28])[CH2:18][CH2:17][CH2:16]3)[CH2:10][CH2:9]2)=[CH:4][CH:3]=1. The catalyst class is: 2.